From a dataset of Reaction yield outcomes from USPTO patents with 853,638 reactions. Predict the reaction yield, written as a fraction of the theoretical maximum amount of product (1.0 means a 100% yield; for example, 0.34 means a 34% yield). (1) The reactants are [CH2:1]([O:3][C:4]([N:6]1[CH2:11][CH2:10][CH:9]([NH:12][C:13]2[C:18]([N+:19]([O-])=O)=[CH:17][CH:16]=[CH:15][C:14]=2[CH3:22])[CH2:8][CH2:7]1)=[O:5])[CH3:2]. The catalyst is O1CCCC1.[Ni].C(O)C. The product is [NH2:19][C:18]1[CH:17]=[CH:16][CH:15]=[C:14]([CH3:22])[C:13]=1[NH:12][CH:9]1[CH2:8][CH2:7][N:6]([C:4]([O:3][CH2:1][CH3:2])=[O:5])[CH2:11][CH2:10]1. The yield is 0.830. (2) The reactants are [NH2:1][C:2]1[N:7]=[CH:6][N:5]=[C:4]2[N:8]([CH:12]([C:14]3[CH:21]=[C:20]([Cl:22])[C:17]([C:18]#[N:19])=[C:16]([CH:23]4[CH2:26][NH:25][CH2:24]4)[C:15]=3[O:27][CH2:28][CH3:29])[CH3:13])[N:9]=[C:10]([CH3:11])[C:3]=12.C=O.[C:32]([BH3-])#N.[Na+]. The catalyst is CO. The product is [NH2:1][C:2]1[N:7]=[CH:6][N:5]=[C:4]2[N:8]([CH:12]([C:14]3[CH:21]=[C:20]([Cl:22])[C:17]([C:18]#[N:19])=[C:16]([CH:23]4[CH2:24][N:25]([CH3:32])[CH2:26]4)[C:15]=3[O:27][CH2:28][CH3:29])[CH3:13])[N:9]=[C:10]([CH3:11])[C:3]=12. The yield is 0.500. (3) The reactants are COC1C=C(OC)C=CC=1C[NH:6][C:7]1[CH:16]=[N:15][C:14]2[C:9](=[CH:10][C:11]([O:17][CH3:18])=[CH:12][CH:13]=2)[N:8]=1.[C:25]([OH:31])([C:27]([F:30])([F:29])[F:28])=[O:26]. The catalyst is C(Cl)Cl. The product is [F:28][C:27]([F:30])([F:29])[C:25]([OH:31])=[O:26].[CH3:18][O:17][C:11]1[CH:10]=[C:9]2[C:14]([N:15]=[CH:16][C:7]([NH2:6])=[N:8]2)=[CH:13][CH:12]=1. The yield is 0.990. (4) The reactants are [CH3:1][O:2][C:3]([C:5]1[CH:10]=[C:9]([NH2:11])[CH:8]=[CH:7][N:6]=1)=[O:4].[C:12]1([C:18]([C:21]2[CH:26]=[CH:25][CH:24]=[CH:23][CH:22]=2)=[N+]=[N-])[CH:17]=[CH:16][CH:15]=[CH:14][CH:13]=1.[S:27](=[O:29])=[O:28]. The catalyst is O1CCCC1. The product is [CH3:1][O:2][C:3]([C:5]1[CH:10]=[C:9]([NH:11][S:27]([CH:18]([C:21]2[CH:26]=[CH:25][CH:24]=[CH:23][CH:22]=2)[C:12]2[CH:17]=[CH:16][CH:15]=[CH:14][CH:13]=2)(=[O:29])=[O:28])[CH:8]=[CH:7][N:6]=1)=[O:4]. The yield is 0.450. (5) The reactants are Cl[C:2]1[N:7]=[C:6]([N:8]2[CH2:13][CH2:12][O:11][CH2:10][CH2:9]2)[N:5]=[C:4]([N:14]2[C:18]3[CH:19]=[CH:20][CH:21]=[C:22]([O:23][CH3:24])[C:17]=3[N:16]=[C:15]2[CH:25]([F:27])[F:26])[N:3]=1.[NH2:28][C@H:29]1[CH2:34][CH2:33][CH2:32][N:31]([C:35]([O:37][C:38]([CH3:41])([CH3:40])[CH3:39])=[O:36])[CH2:30]1. No catalyst specified. The product is [F:26][CH:25]([F:27])[C:15]1[N:14]([C:4]2[N:5]=[C:6]([N:8]3[CH2:13][CH2:12][O:11][CH2:10][CH2:9]3)[N:7]=[C:2]([NH:28][C@H:29]3[CH2:34][CH2:33][CH2:32][N:31]([C:35]([O:37][C:38]([CH3:41])([CH3:40])[CH3:39])=[O:36])[CH2:30]3)[N:3]=2)[C:18]2[CH:19]=[CH:20][CH:21]=[C:22]([O:23][CH3:24])[C:17]=2[N:16]=1. The yield is 0.900.